Dataset: Full USPTO retrosynthesis dataset with 1.9M reactions from patents (1976-2016). Task: Predict the reactants needed to synthesize the given product. (1) Given the product [C:1]1([S:7]([N:10]2[CH2:14][CH:13]([C:15]3[CH:16]=[C:17]([C:31]4[CH:32]=[C:27]([F:26])[CH:28]=[CH:29][C:30]=4[F:33])[CH:18]=[CH:19][CH:20]=3)[N:12]([CH:22]([CH3:24])[CH3:23])[C:11]2=[O:25])(=[O:9])=[O:8])[CH:6]=[CH:5][CH:4]=[CH:3][CH:2]=1, predict the reactants needed to synthesize it. The reactants are: [C:1]1([S:7]([N:10]2[CH2:14][CH:13]([C:15]3[CH:20]=[CH:19][CH:18]=[C:17](Br)[CH:16]=3)[N:12]([CH:22]([CH3:24])[CH3:23])[C:11]2=[O:25])(=[O:9])=[O:8])[CH:6]=[CH:5][CH:4]=[CH:3][CH:2]=1.[F:26][C:27]1[CH:32]=[CH:31][C:30]([F:33])=[CH:29][C:28]=1B(O)O.C(=O)([O-])[O-].[Na+].[Na+]. (2) Given the product [Cl:17][C:2]1[C:3]2[S:11][C:10]([C:23]([NH2:21])=[O:24])=[CH:9][C:4]=2[N:5]=[C:6]([CH3:8])[N:7]=1, predict the reactants needed to synthesize it. The reactants are: O[C:2]1[C:3]2[S:11][C:10](C(O)=O)=[CH:9][C:4]=2[N:5]=[C:6]([CH3:8])[N:7]=1.O=P(Cl)(Cl)[Cl:17].C[N:21]([CH:23]=[O:24])C. (3) Given the product [N:32]1[C:31]2[NH:35][CH:36]=[CH:37][C:30]=2[C:29]([NH:1][C@H:2]([C:5]2[N:14]([C:15]3[CH:20]=[CH:19][CH:18]=[C:17]([CH2:21][C:22]([F:25])([F:23])[F:24])[CH:16]=3)[C:13](=[O:26])[C:12]3[C:7](=[CH:8][CH:9]=[CH:10][C:11]=3[F:27])[N:6]=2)[CH2:3][CH3:4])=[N:34][CH:33]=1, predict the reactants needed to synthesize it. The reactants are: [NH2:1][C@H:2]([C:5]1[N:14]([C:15]2[CH:20]=[CH:19][CH:18]=[C:17]([CH2:21][C:22]([F:25])([F:24])[F:23])[CH:16]=2)[C:13](=[O:26])[C:12]2[C:7](=[CH:8][CH:9]=[CH:10][C:11]=2[F:27])[N:6]=1)[CH2:3][CH3:4].Cl[C:29]1[C:30]2[CH:37]=[CH:36][NH:35][C:31]=2[N:32]=[CH:33][N:34]=1.C(N(C(C)C)CC)(C)C. (4) Given the product [ClH:1].[N:2]12[CH2:11][CH:6]3[CH2:7][CH:8]([CH2:10][CH:4]([C@H:5]3[NH:12][C:27]([C:25]3[O:26][C:22]([C:17]4[CH:18]=[CH:19][CH:20]=[CH:21][C:16]=4[N+:13]([O-:15])=[O:14])=[CH:23][CH:24]=3)=[O:28])[CH2:3]1)[CH2:9]2, predict the reactants needed to synthesize it. The reactants are: [ClH:1].[N:2]12[CH2:11][CH:6]3[CH2:7][CH:8]([CH2:10][CH:4]([C@H:5]3[NH2:12])[CH2:3]1)[CH2:9]2.[N+:13]([C:16]1[CH:21]=[CH:20][CH:19]=[CH:18][C:17]=1[C:22]1[O:26][C:25]([C:27](O)=[O:28])=[CH:24][CH:23]=1)([O-:15])=[O:14].N. (5) Given the product [CH2:5]([CH:2]1[NH:1][C:3](=[O:4])[CH:2]([CH2:5][CH:6]([CH3:8])[CH3:7])[NH:1][C:3]1=[O:4])[CH:6]([CH3:8])[CH3:7], predict the reactants needed to synthesize it. The reactants are: [NH2:1][C@@H:2]([CH2:5][CH:6]([CH3:8])[CH3:7])[CH2:3][OH:4]. (6) The reactants are: [C:1]([O:5][C:6]([NH:8][CH2:9][C:10]1[CH:18]=[CH:17][C:13]([C:14]([OH:16])=O)=[CH:12][C:11]=1[F:19])=[O:7])([CH3:4])([CH3:3])[CH3:2].CCN(C(C)C)C(C)C.[CH3:29][N:30]1[C:39]2[NH:38][C:37]3[CH:40]=[C:41]([CH3:44])[CH:42]=[CH:43][C:36]=3[NH:35][CH2:34][C:33]=2[CH:32]=[N:31]1. Given the product [C:1]([O:5][C:6](=[O:7])[NH:8][CH2:9][C:10]1[CH:18]=[CH:17][C:13]([C:14]([N:35]2[CH2:34][C:33]3[CH:32]=[N:31][N:30]([CH3:29])[C:39]=3[NH:38][C:37]3[CH:40]=[C:41]([CH3:44])[CH:42]=[CH:43][C:36]2=3)=[O:16])=[CH:12][C:11]=1[F:19])([CH3:2])([CH3:3])[CH3:4], predict the reactants needed to synthesize it. (7) Given the product [F:25][C:26]1[CH:34]=[C:33]2[C:29]([C:30]([CH2:35][CH2:36][NH:37][C:38](=[O:40])[CH3:39])=[C:31]([CH:17]([C:3]3[C:4](=[O:16])[O:5][CH:6]([CH2:7][CH2:8][CH2:9][C:10]4[CH:15]=[CH:14][CH:13]=[CH:12][CH:11]=4)[C:2]=3[OH:1])[C:18]3[CH:23]=[CH:22][CH:21]=[CH:20][CH:19]=3)[NH:32]2)=[CH:28][CH:27]=1, predict the reactants needed to synthesize it. The reactants are: [OH:1][C:2]1[CH:6]([CH2:7][CH2:8][CH2:9][C:10]2[CH:15]=[CH:14][CH:13]=[CH:12][CH:11]=2)[O:5][C:4](=[O:16])[CH:3]=1.[CH:17](=O)[C:18]1[CH:23]=[CH:22][CH:21]=[CH:20][CH:19]=1.[F:25][C:26]1[CH:34]=[C:33]2[C:29]([C:30]([CH2:35][CH2:36][NH:37][C:38](=[O:40])[CH3:39])=[CH:31][NH:32]2)=[CH:28][CH:27]=1. (8) The reactants are: C(OC(=O)[C:5]([C:13]1[C:22]2[C:17](=[CH:18][CH:19]=[C:20]([I:23])[CH:21]=2)[N:16]=[CH:15][C:14]=1[C:24]#[N:25])([CH2:11][CH3:12])C(OCC)=O)C.[Cl-].[Li+].O.CS(C)=O. Given the product [I:23][C:20]1[CH:21]=[C:22]2[C:17](=[CH:18][CH:19]=1)[N:16]=[CH:15][C:14]([C:24]#[N:25])=[C:13]2[CH2:5][CH2:11][CH3:12], predict the reactants needed to synthesize it. (9) The reactants are: [CH3:1][O:2][C:3]1[C:8]2[NH:9][C:10]([C:12]3[S:13][CH:14]=[CH:15][CH:16]=3)=[N:11][C:7]=2[C:6]([C:17]([OH:19])=O)=[CH:5][CH:4]=1.[CH3:20][N:21]1[C:25]([CH2:26][CH2:27][NH2:28])=[CH:24][N:23]=[CH:22]1. Given the product [CH3:1][O:2][C:3]1[C:8]2[NH:9][C:10]([C:12]3[S:13][CH:14]=[CH:15][CH:16]=3)=[N:11][C:7]=2[C:6]([C:17]([NH:28][CH2:27][CH2:26][C:25]2[N:21]([CH3:20])[CH:22]=[N:23][CH:24]=2)=[O:19])=[CH:5][CH:4]=1, predict the reactants needed to synthesize it.